From a dataset of CYP2C9 inhibition data for predicting drug metabolism from PubChem BioAssay. Regression/Classification. Given a drug SMILES string, predict its absorption, distribution, metabolism, or excretion properties. Task type varies by dataset: regression for continuous measurements (e.g., permeability, clearance, half-life) or binary classification for categorical outcomes (e.g., BBB penetration, CYP inhibition). Dataset: cyp2c9_veith. (1) The drug is COc1ccccc1NC(=S)NNC(=O)c1c(Cl)c(C)nn1C. The result is 1 (inhibitor). (2) The molecule is CC(C)[N+](C)(CCC(C(N)=O)(c1ccccc1)c1ccccc1)C(C)C. The result is 0 (non-inhibitor). (3) The molecule is COC(=O)C1=C(C(=O)c2ccc(C)cc2)C(c2ccccc2)n2nnnc2N1. The result is 1 (inhibitor).